Dataset: NCI-60 drug combinations with 297,098 pairs across 59 cell lines. Task: Regression. Given two drug SMILES strings and cell line genomic features, predict the synergy score measuring deviation from expected non-interaction effect. (1) Drug 1: CCCS(=O)(=O)NC1=C(C(=C(C=C1)F)C(=O)C2=CNC3=C2C=C(C=N3)C4=CC=C(C=C4)Cl)F. Drug 2: CC(C)(C#N)C1=CC(=CC(=C1)CN2C=NC=N2)C(C)(C)C#N. Cell line: MDA-MB-435. Synergy scores: CSS=12.6, Synergy_ZIP=-0.488, Synergy_Bliss=-2.04, Synergy_Loewe=-8.02, Synergy_HSA=-4.03. (2) Drug 1: C1C(C(OC1N2C=C(C(=O)NC2=O)F)CO)O. Drug 2: C1=CN(C=N1)CC(O)(P(=O)(O)O)P(=O)(O)O. Cell line: SNB-75. Synergy scores: CSS=14.2, Synergy_ZIP=-5.80, Synergy_Bliss=-0.174, Synergy_Loewe=-19.9, Synergy_HSA=-1.50.